This data is from Full USPTO retrosynthesis dataset with 1.9M reactions from patents (1976-2016). The task is: Predict the reactants needed to synthesize the given product. (1) The reactants are: [C:1]12([C:11]3[C:19]4[O:18][C:17]([NH2:20])=[N:16][C:15]=4[CH:14]=[C:13]([C:21]4[N:26]=[CH:25][C:24]([CH:27]=[C:28]5[S:32][C:31](=[O:33])[NH:30][C:29]5=[O:34])=[CH:23][CH:22]=4)[CH:12]=3)[CH2:10][CH:5]3[CH2:6][CH:7]([CH2:9][CH:3]([CH2:4]3)[CH2:2]1)[CH2:8]2.N1C=CC=CC=1.[C:41](OC(=O)C)(=[O:43])[CH3:42].CCCCCC. Given the product [C:1]12([C:11]3[C:19]4[O:18][C:17]([NH:20][C:41](=[O:43])[CH3:42])=[N:16][C:15]=4[CH:14]=[C:13]([C:21]4[CH:22]=[CH:23][C:24]([CH:27]=[C:28]5[S:32][C:31](=[O:33])[NH:30][C:29]5=[O:34])=[CH:25][N:26]=4)[CH:12]=3)[CH2:2][CH:3]3[CH2:9][CH:7]([CH2:6][CH:5]([CH2:4]3)[CH2:10]1)[CH2:8]2, predict the reactants needed to synthesize it. (2) Given the product [C:1]([O:5][C:6]([N:7]1[C:8]2[C:9](=[CH:10][CH:11]=[C:12]([C:14]([CH3:17])([CH3:16])[CH3:15])[CH:13]=2)[CH:18]=[CH:20]1)=[O:19])([CH3:4])([CH3:3])[CH3:2], predict the reactants needed to synthesize it. The reactants are: [C:1]([O:5][C:6](=[O:19])[NH:7][C:8]1[CH:13]=[C:12]([C:14]([CH3:17])([CH3:16])[CH3:15])[CH:11]=[CH:10][C:9]=1[CH3:18])([CH3:4])([CH3:3])[CH3:2].[C:20]([Li])(C)(C)C.CN(C=O)C. (3) The reactants are: [CH3:1][CH2:2][CH2:3][CH2:4][CH2:5][CH2:6][CH2:7][CH2:8][CH2:9][CH2:10][CH2:11][CH2:12][CH2:13][CH2:14][CH2:15][CH2:16][CH2:17][C:18]([OH:20])=[O:19].[OH-].[Mg+2:22].[OH-]. Given the product [C:18]([O-:20])(=[O:19])[CH2:17][CH2:16][CH2:15][CH2:14][CH2:13][CH2:12][CH2:11][CH2:10][CH2:9][CH2:8][CH2:7][CH2:6][CH2:5][CH2:4][CH2:3][CH2:2][CH3:1].[Mg+2:22].[C:18]([O-:20])(=[O:19])[CH2:17][CH2:16][CH2:15][CH2:14][CH2:13][CH2:12][CH2:11][CH2:10][CH2:9][CH2:8][CH2:7][CH2:6][CH2:5][CH2:4][CH2:3][CH2:2][CH3:1], predict the reactants needed to synthesize it.